This data is from Catalyst prediction with 721,799 reactions and 888 catalyst types from USPTO. The task is: Predict which catalyst facilitates the given reaction. (1) Reactant: [CH3:1][O:2][C:3]([CH2:5]P(=O)(OCC(F)(F)F)OCC(F)(F)F)=[O:4].C1OCCOCCOCCOCCOCCOC1.C[Si](C)(C)[N-][Si](C)(C)C.[K+].[F:48][C:49]1[CH:56]=[CH:55][C:52]([CH:53]=O)=[CH:51][CH:50]=1. Product: [CH3:1][O:2][C:3](=[O:4])/[CH:5]=[CH:53]\[C:52]1[CH:55]=[CH:56][C:49]([F:48])=[CH:50][CH:51]=1. The catalyst class is: 1. (2) Reactant: C[O:2][CH:3](OC)[CH2:4][CH:5]([CH3:25])[C:6]([C:8]1[N:12]([C:13]2[CH:18]=[CH:17][C:16]([O:19][CH3:20])=[CH:15][CH:14]=2)[N:11]=[C:10]([CH2:21][CH3:22])[C:9]=1[C:23]#[N:24])=O.CN.Cl.O. Product: [CH2:21]([C:10]1[C:9]([C:23]#[N:24])=[C:8]([C:6]2[O:2][CH:3]=[CH:4][C:5]=2[CH3:25])[N:12]([C:13]2[CH:14]=[CH:15][C:16]([O:19][CH3:20])=[CH:17][CH:18]=2)[N:11]=1)[CH3:22]. The catalyst class is: 100. (3) Reactant: [F:1][C:2]1[CH:3]=[CH:4][C:5]([N:8]2[C:16]3[CH:15]=[CH:14][N:13]=[CH:12][C:11]=3[N:10]=[CH:9]2)=[N:6][CH:7]=1.[Cl:17][C:18]1[C:26]([C:27]([F:30])([F:29])[F:28])=[CH:25][CH:24]=[CH:23][C:19]=1[C:20](Cl)=[O:21].C[Mg+].[Br-].[CH3:34]COCC. Product: [Cl:17][C:18]1[C:26]([C:27]([F:30])([F:29])[F:28])=[CH:25][CH:24]=[CH:23][C:19]=1[C:20]([N:13]1[CH:14]=[CH:15][C:16]2[N:8]([C:5]3[CH:4]=[CH:3][C:2]([F:1])=[CH:7][N:6]=3)[CH:9]=[N:10][C:11]=2[CH:12]1[CH3:34])=[O:21]. The catalyst class is: 1. (4) Reactant: [Cl:1][C:2]1[CH:7]=[CH:6][C:5]([O:8][C:9]2[CH:16]=[CH:15][C:14]([CH2:17][S:18][C:19]3[NH:20][CH:21]=[C:22]([CH2:26][CH3:27])[C:23](=[O:25])[N:24]=3)=[CH:13][C:10]=2[C:11]#[N:12])=[CH:4][C:3]=1[C:28]([F:31])([F:30])[F:29].[CH3:32]CN(C(C)C)C(C)C.CI. Product: [Cl:1][C:2]1[CH:7]=[CH:6][C:5]([O:8][C:9]2[CH:16]=[CH:15][C:14]([CH2:17][S:18][C:19]3[N:20]([CH3:32])[CH:21]=[C:22]([CH2:26][CH3:27])[C:23](=[O:25])[N:24]=3)=[CH:13][C:10]=2[C:11]#[N:12])=[CH:4][C:3]=1[C:28]([F:30])([F:29])[F:31]. The catalyst class is: 2. (5) Reactant: [O:1]=[C:2]1[C:7]([CH2:8][C:9]2[CH:14]=[CH:13][C:12]([C:15]3[C:16]([C:21]#[N:22])=[CH:17][CH:18]=[CH:19][CH:20]=3)=[CH:11][CH:10]=2)=[C:6]([CH2:23][CH2:24][CH3:25])[N:5]2[N:26]=[CH:27][N:28]=[C:4]2[N:3]1[CH:29]1[CH2:34][CH2:33][NH:32][CH2:31][CH2:30]1.Br[CH2:36][C:37]([O:39][CH2:40]C)=[O:38].C(=O)([O-])[O-].[K+].[K+].CN(C)C=O. Product: [C:21]([C:16]1[CH:17]=[CH:18][CH:19]=[CH:20][C:15]=1[C:12]1[CH:11]=[CH:10][C:9]([CH2:8][C:7]2[C:2](=[O:1])[N:3]([CH:29]3[CH2:30][CH2:31][N:32]([CH2:36][C:37]([O:39][CH3:40])=[O:38])[CH2:33][CH2:34]3)[C:4]3[N:5]([N:26]=[CH:27][N:28]=3)[C:6]=2[CH2:23][CH2:24][CH3:25])=[CH:14][CH:13]=1)#[N:22]. The catalyst class is: 6. (6) The catalyst class is: 4. Reactant: [N:1]1[C:10]2[C:5](=[CH:6][CH:7]=[CH:8][CH:9]=2)[CH:4]=[CH:3][C:2]=1[CH2:11][S:12]([C:14]1[CH:30]=[CH:29][C:17]([O:18][CH2:19][C:20]2[CH:28]=[CH:27][C:23]([C:24]([OH:26])=[O:25])=[CH:22][CH:21]=2)=[CH:16][CH:15]=1)=[O:13].C(O)(=[O:33])C.OO. Product: [N:1]1[C:10]2[C:5](=[CH:6][CH:7]=[CH:8][CH:9]=2)[CH:4]=[CH:3][C:2]=1[CH2:11][S:12]([C:14]1[CH:30]=[CH:29][C:17]([O:18][CH2:19][C:20]2[CH:21]=[CH:22][C:23]([C:24]([OH:26])=[O:25])=[CH:27][CH:28]=2)=[CH:16][CH:15]=1)(=[O:33])=[O:13]. (7) Reactant: [CH3:1][N:2]1[CH:6]=[C:5]([C:7]2[CH:12]=[CH:11][CH:10]=[CH:9][CH:8]=2)[N:4]=[C:3]1[CH:13]=[O:14].C(O)C.[BH4-].[Na+].O. Product: [CH3:1][N:2]1[CH:6]=[C:5]([C:7]2[CH:12]=[CH:11][CH:10]=[CH:9][CH:8]=2)[N:4]=[C:3]1[CH2:13][OH:14]. The catalyst class is: 7. (8) Reactant: [NH2:1][C:2]1[NH:3][C:4](=[O:12])[C:5]2[S:10][C:9](=[O:11])[NH:8][C:6]=2[N:7]=1.C(O[CH:17]1[C@@H:21](CC([O-])=O)[CH2:20][C@@H:19]([CH:26]([O:29][C:30](=[O:32])[CH3:31])[CH2:27][CH3:28])[O:18]1)(=O)C.[Si](OS(C(F)(F)F)(=O)=O)(C)(C)C. Product: [C:30]([O:32][C@@H:21]1[CH2:20][C@@H:19]([CH:26]([O:29][C:30](=[O:32])[CH3:31])[CH2:27][CH3:28])[O:18][C@H:17]1[N:8]1[C:6]2[N:7]=[C:2]([NH2:1])[NH:3][C:4](=[O:12])[C:5]=2[S:10][C:9]1=[O:11])(=[O:29])[CH3:31]. The catalyst class is: 10. (9) Reactant: [CH:1]#[C:2][CH2:3][NH:4][C@H:5]1[C:9]2[CH:10]=[CH:11][CH:12]=[CH:13][C:8]=2[CH2:7][CH2:6]1.[CH3:14][S:15]([OH:18])(=[O:17])=[O:16]. Product: [CH3:14][S:15]([OH:18])(=[O:17])=[O:16].[CH:1]#[C:2][CH2:3][NH:4][C@H:5]1[C:9]2[CH:10]=[CH:11][CH:12]=[CH:13][C:8]=2[CH2:7][CH2:6]1. The catalyst class is: 41. (10) Reactant: [Br:1][C:2]1[CH:3]=[C:4]([CH2:11][C:12]([O:14][CH3:15])=[O:13])[CH:5]=[C:6]([N+:8]([O-])=O)[CH:7]=1.C(O)(=O)C. Product: [NH2:8][C:6]1[CH:5]=[C:4]([CH2:11][C:12]([O:14][CH3:15])=[O:13])[CH:3]=[C:2]([Br:1])[CH:7]=1. The catalyst class is: 693.